From a dataset of Peptide-MHC class I binding affinity with 185,985 pairs from IEDB/IMGT. Regression. Given a peptide amino acid sequence and an MHC pseudo amino acid sequence, predict their binding affinity value. This is MHC class I binding data. (1) The peptide sequence is CIPSRSKMLK. The MHC is HLA-A03:01 with pseudo-sequence HLA-A03:01. The binding affinity (normalized) is 0.992. (2) The peptide sequence is GLCTLVAML. The MHC is HLA-B44:03 with pseudo-sequence HLA-B44:03. The binding affinity (normalized) is 0.0478. (3) The peptide sequence is NMDWRSLTQV. The MHC is HLA-A02:06 with pseudo-sequence HLA-A02:06. The binding affinity (normalized) is 0.951. (4) The peptide sequence is FLPSDYFPSV. The binding affinity (normalized) is 0. The MHC is HLA-B44:02 with pseudo-sequence HLA-B44:02. (5) The peptide sequence is CPQKKKSQA. The MHC is HLA-B54:01 with pseudo-sequence HLA-B54:01. The binding affinity (normalized) is 0.612. (6) The binding affinity (normalized) is 0.272. The peptide sequence is LRVLNLVENW. The MHC is HLA-B53:01 with pseudo-sequence HLA-B53:01. (7) The peptide sequence is GTHPTTTYK. The MHC is HLA-A03:01 with pseudo-sequence HLA-A03:01. The binding affinity (normalized) is 0.385.